This data is from Forward reaction prediction with 1.9M reactions from USPTO patents (1976-2016). The task is: Predict the product of the given reaction. (1) Given the reactants I[C:2]1[CH:7]=[CH:6][C:5]([C:8]([C:10]2[CH:15]=[CH:14][C:13]([O:16][CH:17]3[CH2:22][CH2:21][CH2:20][CH2:19][O:18]3)=[CH:12][CH:11]=2)=[O:9])=[CH:4][CH:3]=1.[CH3:23][N:24]([CH2:32][C:33]#[CH:34])[C:25](=[O:31])[O:26][C:27]([CH3:30])([CH3:29])[CH3:28], predict the reaction product. The product is: [CH3:23][N:24]([CH2:32][C:33]#[C:34][C:2]1[CH:7]=[CH:6][C:5]([C:8](=[O:9])[C:10]2[CH:15]=[CH:14][C:13]([O:16][CH:17]3[CH2:22][CH2:21][CH2:20][CH2:19][O:18]3)=[CH:12][CH:11]=2)=[CH:4][CH:3]=1)[C:25](=[O:31])[O:26][C:27]([CH3:29])([CH3:30])[CH3:28]. (2) Given the reactants [C:1]([O:5][C:6]([N:8]1[CH2:13][C@H:12]([CH2:14][O:15][CH3:16])[N:11]([CH2:17][C:18]([N:20]2[C:28]3[CH:27]=[C:26]([C:29]4[CH2:34][CH2:33][CH2:32][CH2:31][CH:30]=4)[N:25]=[CH:24][C:23]=3[C:22]([CH3:36])([CH3:35])[CH2:21]2)=[O:19])[CH2:10][C@H:9]1[CH3:37])=[O:7])([CH3:4])([CH3:3])[CH3:2], predict the reaction product. The product is: [C:1]([O:5][C:6]([N:8]1[CH2:13][C@H:12]([CH2:14][O:15][CH3:16])[N:11]([CH2:17][C:18]([N:20]2[C:28]3[CH:27]=[C:26]([CH:29]4[CH2:30][CH2:31][CH2:32][CH2:33][CH2:34]4)[N:25]=[CH:24][C:23]=3[C:22]([CH3:36])([CH3:35])[CH2:21]2)=[O:19])[CH2:10][C@H:9]1[CH3:37])=[O:7])([CH3:4])([CH3:2])[CH3:3]. (3) Given the reactants [F:1][C:2]1[CH:7]=[CH:6][C:5]([CH2:8][C:9]2[C:18]3[C:13](=[CH:14][CH:15]=[CH:16][CH:17]=3)[C:12](=[O:19])[NH:11][N:10]=2)=[CH:4][C:3]=1[C:20]([N:22]1[CH2:27][CH2:26][NH:25][CH2:24][CH2:23]1)=[O:21].CN(C(ON1N=NC2C=CC=CC1=2)=[N+](C)C)C.F[P-](F)(F)(F)(F)F.C(N(CC)CC)C.[OH:59][CH2:60][CH2:61][CH2:62][CH2:63][CH2:64][C:65](O)=[O:66], predict the reaction product. The product is: [F:1][C:2]1[CH:7]=[CH:6][C:5]([CH2:8][C:9]2[C:18]3[C:13](=[CH:14][CH:15]=[CH:16][CH:17]=3)[C:12](=[O:19])[NH:11][N:10]=2)=[CH:4][C:3]=1[C:20]([N:22]1[CH2:23][CH2:24][NH:25][CH2:26][CH:27]1[C:60](=[O:59])[CH2:61][CH2:62][CH2:63][CH2:64][CH2:65][OH:66])=[O:21]. (4) Given the reactants [OH:1][C:2]1[CH:3]=[C:4]([CH:7]=[CH:8][C:9]=1[O:10][CH3:11])[CH2:5][OH:6].[CH2:12](Br)[CH:13]=[CH2:14].C(=O)([O-])[O-].[K+].[K+], predict the reaction product. The product is: [CH2:14]([O:1][C:2]1[CH:3]=[C:4]([CH:7]=[CH:8][C:9]=1[O:10][CH3:11])[CH2:5][OH:6])[CH:13]=[CH2:12]. (5) Given the reactants [NH2:1][C:2]1[CH:3]=[C:4]([S:8][C:9]2[CH:10]=[CH:11][C:12]3[N:13]([CH:15]=[C:16]([NH:18][C:19]([CH:21]4[CH2:23][CH2:22]4)=[O:20])[N:17]=3)[N:14]=2)[CH:5]=[CH:6][CH:7]=1.[C:24]([C:26]1([C:29]2[CH:30]=[C:31]([CH:35]=[CH:36][CH:37]=2)[C:32](O)=[O:33])[CH2:28][CH2:27]1)#[N:25].C(Cl)(=O)C(Cl)=O.O1CCCC1, predict the reaction product. The product is: [C:24]([C:26]1([C:29]2[CH:30]=[C:31]([CH:35]=[CH:36][CH:37]=2)[C:32]([NH:1][C:2]2[CH:7]=[CH:6][CH:5]=[C:4]([S:8][C:9]3[CH:10]=[CH:11][C:12]4[N:13]([CH:15]=[C:16]([NH:18][C:19]([CH:21]5[CH2:22][CH2:23]5)=[O:20])[N:17]=4)[N:14]=3)[CH:3]=2)=[O:33])[CH2:27][CH2:28]1)#[N:25]. (6) Given the reactants [NH2:1][C:2]1[N:7]=[C:6]([NH:8][C:9]2[CH:24]=[CH:23][C:12]([O:13][C:14]3[CH:19]=[CH:18][N:17]=[C:16]([C:20]([OH:22])=O)[CH:15]=3)=[CH:11][CH:10]=2)[CH:5]=[C:4]([C:25]2[CH:30]=[CH:29][CH:28]=[CH:27][CH:26]=2)[N:3]=1.[CH3:31][O:32][CH2:33][CH2:34][NH2:35], predict the reaction product. The product is: [NH2:1][C:2]1[N:7]=[C:6]([NH:8][C:9]2[CH:24]=[CH:23][C:12]([O:13][C:14]3[CH:19]=[CH:18][N:17]=[C:16]([C:20]([NH:35][CH2:34][CH2:33][O:32][CH3:31])=[O:22])[CH:15]=3)=[CH:11][CH:10]=2)[CH:5]=[C:4]([C:25]2[CH:30]=[CH:29][CH:28]=[CH:27][CH:26]=2)[N:3]=1. (7) Given the reactants [O:1]1[C:5]2([CH2:10][CH2:9][CH:8]([C:11]([O:13][CH2:14][CH3:15])=[O:12])[CH2:7][CH2:6]2)[O:4][CH2:3][CH2:2]1.[Li+].[CH3:17]C([N-]C(C)C)C.CI.[NH4+].[Cl-], predict the reaction product. The product is: [CH3:17][C:8]1([C:11]([O:13][CH2:14][CH3:15])=[O:12])[CH2:9][CH2:10][C:5]2([O:4][CH2:3][CH2:2][O:1]2)[CH2:6][CH2:7]1.